Dataset: Full USPTO retrosynthesis dataset with 1.9M reactions from patents (1976-2016). Task: Predict the reactants needed to synthesize the given product. (1) The reactants are: C([Li])(C)(C)C.[CH2:6]([O:13][C:14]1[CH:19]=[CH:18][C:17](Br)=[CH:16][CH:15]=1)[C:7]1[CH:12]=[CH:11][CH:10]=[CH:9][CH:8]=1.[F:21][C:22]1[C:30]([F:31])=[CH:29][CH:28]=[CH:27][C:23]=1[C:24](Cl)=[O:25].O. Given the product [CH2:6]([O:13][C:14]1[CH:19]=[CH:18][C:17]([C:24]([C:23]2[CH:27]=[CH:28][CH:29]=[C:30]([F:31])[C:22]=2[F:21])=[O:25])=[CH:16][CH:15]=1)[C:7]1[CH:12]=[CH:11][CH:10]=[CH:9][CH:8]=1, predict the reactants needed to synthesize it. (2) Given the product [N:35]1([CH2:40][CH:41]([O:13][C:14]2[C:15]([CH2:25][S:26]([C:29]3[CH:34]=[CH:33][CH:32]=[CH:31][CH:30]=3)(=[O:28])=[O:27])=[C:16]3[C:21](=[CH:22][CH:23]=2)[C:20](=[O:24])[CH2:19][CH2:18][CH2:17]3)[CH2:42][CH3:43])[CH:39]=[CH:38][N:37]=[CH:36]1, predict the reactants needed to synthesize it. The reactants are: N(C(OCC)=O)=NC(OCC)=O.[OH:13][C:14]1[C:15]([CH2:25][S:26]([C:29]2[CH:34]=[CH:33][CH:32]=[CH:31][CH:30]=2)(=[O:28])=[O:27])=[C:16]2[C:21](=[CH:22][CH:23]=1)[C:20](=[O:24])[CH2:19][CH2:18][CH2:17]2.[N:35]1([CH2:40][CH:41](O)[CH2:42][CH3:43])[CH:39]=[CH:38][N:37]=[CH:36]1.C1(P(C2C=CC=CC=2)C2C=CC=CC=2)C=CC=CC=1. (3) Given the product [CH2:1]([O:3][C:4]([C:5]1[C:7]2[CH2:8][N:9]([CH2:14][C:15]3[CH:20]=[CH:19][CH:18]=[CH:17][CH:16]=3)[CH2:10][CH2:11][C:12]=2[NH:24][N:23]=1)=[O:21])[CH3:2], predict the reactants needed to synthesize it. The reactants are: [CH2:1]([O:3][C:4](=[O:21])[C:5]([CH:7]1[C:12](=O)[CH2:11][CH2:10][N:9]([CH2:14][C:15]2[CH:20]=[CH:19][CH:18]=[CH:17][CH:16]=2)[CH2:8]1)=O)[CH3:2].O.[NH2:23][NH2:24].O.C(OCC)(=O)C. (4) Given the product [ClH:26].[Cl:41][C:42]1[CH:3]=[C:2]2[C:45](=[CH:44][CH:43]=1)[CH:47]=[C:48]([S:49]([NH:52][C@H:53]1[CH2:57][CH2:56][N:55]([C:58]3[CH:59]=[CH:60][C:63]4[CH2:64][CH2:65][NH:66][CH2:67][CH2:61][C:62]=4[CH:75]=3)[C:54]1=[O:76])(=[O:50])=[O:51])[CH:5]=[CH:6]2, predict the reactants needed to synthesize it. The reactants are: N[C@H:2]1[CH2:6][CH2:5]N(C2C=CC3CCN(C(OC(C)(C)C)=O)CCC=3C=2)[C:3]1=O.[Cl:26]C1C=C2C(=CC=1)C=C(S(Cl)(=O)=O)C=C2.[Cl:41][C:42]1S[C:45](/[CH:47]=[CH:48]/[S:49]([NH:52][C@H:53]2[CH2:57][CH2:56][N:55]([C:58]3[CH:59]=[CH:60][C:61]4[CH2:67][N:66](C(OC(C)(C)C)=O)[CH2:65][CH2:64][CH2:63][C:62]=4[CH:75]=3)[C:54]2=[O:76])(=[O:51])=[O:50])=[CH:44][CH:43]=1. (5) Given the product [CH2:14]([N:21]1[CH:26]2[CH:27]([S:29]([C:32]3[CH:33]=[CH:34][CH:35]=[CH:36][CH:37]=3)(=[O:30])=[O:31])[CH2:28][C:22]1([C:39]1[CH:44]=[CH:43][CH:42]=[CH:41][CH:40]=1)[C:23]([C:13]#[C:12][CH2:11][OH:10])([OH:38])[CH2:24][CH2:25]2)[C:15]1[CH:20]=[CH:19][CH:18]=[CH:17][CH:16]=1, predict the reactants needed to synthesize it. The reactants are: C([Li])CCC.C[Si]([O:10][CH2:11][C:12]#[CH:13])(C)C.[CH2:14]([N:21]1[C@@H:26]2[C@H:27]([S:29]([C:32]3[CH:37]=[CH:36][CH:35]=[CH:34][CH:33]=3)(=[O:31])=[O:30])[CH2:28][C@@:22]1([C:39]1[CH:44]=[CH:43][CH:42]=[CH:41][CH:40]=1)[C:23](=[O:38])[CH2:24][CH2:25]2)[C:15]1[CH:20]=[CH:19][CH:18]=[CH:17][CH:16]=1. (6) Given the product [CH2:1]([O:3][C:4](=[O:18])[CH:5]([OH:19])[CH2:6][C:7]([C:10]1[CH:15]=[CH:14][CH:13]=[C:12]([O:16][CH3:17])[CH:11]=1)([CH3:8])[CH3:9])[CH3:2], predict the reactants needed to synthesize it. The reactants are: [CH2:1]([O:3][C:4](=[O:18])[CH2:5][CH2:6][C:7]([C:10]1[CH:15]=[CH:14][CH:13]=[C:12]([O:16][CH3:17])[CH:11]=1)([CH3:9])[CH3:8])[CH3:2].[O:19]1CCCC1. (7) Given the product [ClH:43].[ClH:43].[CH:20]([CH:19]1[N:11]2[CH2:15][CH2:14][CH2:13][C@H:12]2[CH2:16][NH:17][CH2:18]1)([C:27]1[CH:32]=[CH:31][CH:30]=[CH:29][CH:28]=1)[C:21]1[CH:26]=[CH:25][CH:24]=[CH:23][CH:22]=1, predict the reactants needed to synthesize it. The reactants are: C(OC([N:11]1[CH2:15][CH2:14][CH2:13][C@H:12]1[CH2:16][N:17](CC1C=CC=CC=1OC)[CH2:18][C:19](=O)[CH:20]([C:27]1[CH:32]=[CH:31][CH:30]=[CH:29][CH:28]=1)[C:21]1[CH:26]=[CH:25][CH:24]=[CH:23][CH:22]=1)=O)C1C=CC=CC=1.[ClH:43].